This data is from Reaction yield outcomes from USPTO patents with 853,638 reactions. The task is: Predict the reaction yield, written as a fraction of the theoretical maximum amount of product (1.0 means a 100% yield; for example, 0.34 means a 34% yield). The reactants are [C:1]([C:4]1[C:5]([O:26][CH2:27][CH3:28])=[C:6]([CH:12]2[CH2:15][N:14]([C:16]([O:18][CH2:19][C:20]3[CH:25]=[CH:24][CH:23]=[CH:22][CH:21]=3)=[O:17])[CH2:13]2)[C:7]([CH3:11])=[C:8]([Cl:10])[CH:9]=1)(=[O:3])[CH3:2].[BH4-].[Na+]. The catalyst is CO.O. The product is [Cl:10][C:8]1[C:7]([CH3:11])=[C:6]([CH:12]2[CH2:15][N:14]([C:16]([O:18][CH2:19][C:20]3[CH:21]=[CH:22][CH:23]=[CH:24][CH:25]=3)=[O:17])[CH2:13]2)[C:5]([O:26][CH2:27][CH3:28])=[C:4]([CH:1]([OH:3])[CH3:2])[CH:9]=1. The yield is 0.880.